This data is from Reaction yield outcomes from USPTO patents with 853,638 reactions. The task is: Predict the reaction yield, written as a fraction of the theoretical maximum amount of product (1.0 means a 100% yield; for example, 0.34 means a 34% yield). (1) The reactants are [CH3:1][Mg]Br.[Br:4][C:5]1[CH:12]=[C:11]([F:13])[C:8]([CH:9]=[O:10])=[C:7]([F:14])[CH:6]=1. The catalyst is O1CCCC1. The product is [Br:4][C:5]1[CH:6]=[C:7]([F:14])[C:8]([CH:9]([OH:10])[CH3:1])=[C:11]([F:13])[CH:12]=1. The yield is 0.580. (2) The reactants are [CH3:1][C:2]1([CH3:22])[C:7]2[CH:8]=[C:9]([C:12]3[CH:13]=[C:14]([CH:17]=[C:18]([F:20])[CH:19]=3)[C:15]#[N:16])[CH:10]=[CH:11][C:6]=2[NH:5][C:4](=[O:21])[O:3]1.C([O-])(=O)C.[Na+].[Br:28]Br. The catalyst is C(O)(=O)C. The product is [Br:28][C:11]1[C:6]2[NH:5][C:4](=[O:21])[O:3][C:2]([CH3:22])([CH3:1])[C:7]=2[CH:8]=[C:9]([C:12]2[CH:13]=[C:14]([CH:17]=[C:18]([F:20])[CH:19]=2)[C:15]#[N:16])[CH:10]=1. The yield is 0.750.